Dataset: Reaction yield outcomes from USPTO patents with 853,638 reactions. Task: Predict the reaction yield, written as a fraction of the theoretical maximum amount of product (1.0 means a 100% yield; for example, 0.34 means a 34% yield). (1) The reactants are [NH2:1][C:2](=[O:17])[CH2:3][O:4][C:5]1[CH:14]=[CH:13][C:8]([C:9]([O:11][CH3:12])=[O:10])=[C:7]([O:15][CH3:16])[CH:6]=1.[Br:18]Br. The catalyst is C(Cl)(Cl)Cl. The product is [NH2:1][C:2](=[O:17])[CH2:3][O:4][C:5]1[C:14]([Br:18])=[CH:13][C:8]([C:9]([O:11][CH3:12])=[O:10])=[C:7]([O:15][CH3:16])[CH:6]=1. The yield is 0.910. (2) The reactants are Cl[C:2]1[N:7]=[C:6]([N:8]2[CH2:13][CH2:12][O:11][CH2:10][CH2:9]2)[N:5]=[C:4]([N:14]2[CH:19]3[CH2:20][CH2:21][CH:15]2[CH2:16][O:17][CH2:18]3)[N:3]=1.[NH2:22][C:23]1[CH:28]=[CH:27][C:26](B2OC(C)(C)C(C)(C)O2)=[CH:25][CH:24]=1.C([O-])([O-])=O.[Na+].[Na+]. The catalyst is C1C=CC([P]([Pd]([P](C2C=CC=CC=2)(C2C=CC=CC=2)C2C=CC=CC=2)([P](C2C=CC=CC=2)(C2C=CC=CC=2)C2C=CC=CC=2)[P](C2C=CC=CC=2)(C2C=CC=CC=2)C2C=CC=CC=2)(C2C=CC=CC=2)C2C=CC=CC=2)=CC=1.COCCOC. The product is [N:8]1([C:6]2[N:5]=[C:4]([N:14]3[CH:19]4[CH2:20][CH2:21][CH:15]3[CH2:16][O:17][CH2:18]4)[N:3]=[C:2]([C:26]3[CH:27]=[CH:28][C:23]([NH2:22])=[CH:24][CH:25]=3)[N:7]=2)[CH2:13][CH2:12][O:11][CH2:10][CH2:9]1. The yield is 0.760. (3) The reactants are Cl[CH2:2][CH2:3][CH2:4][N:5]1[C:14]2[C:9](=[CH:10][C:11]([F:16])=[C:12]([F:15])[CH:13]=2)[CH2:8][CH2:7][C:6]1=[O:17].[CH2:18]([CH:22]1[CH2:27][CH2:26][NH:25][CH2:24][CH2:23]1)[CH2:19][CH2:20][CH3:21].[Na+].[I-].C([O-])([O-])=O.[K+].[K+]. The catalyst is CC#N. The product is [CH2:18]([CH:22]1[CH2:27][CH2:26][N:25]([CH2:2][CH2:3][CH2:4][N:5]2[C:14]3[C:9](=[CH:10][C:11]([F:16])=[C:12]([F:15])[CH:13]=3)[CH2:8][CH2:7][C:6]2=[O:17])[CH2:24][CH2:23]1)[CH2:19][CH2:20][CH3:21]. The yield is 0.570.